The task is: Predict the product of the given reaction.. This data is from Forward reaction prediction with 1.9M reactions from USPTO patents (1976-2016). (1) Given the reactants [Br:1][C:2]1[C:3]([F:12])=[C:4]2[C:10]([NH2:11])=[CH:9][NH:8][C:5]2=[N:6][CH:7]=1.[C:13](O)(=[O:20])[C:14]1[CH:19]=[CH:18][CH:17]=[N:16][CH:15]=1.C1N(P(Cl)(N2C(=O)OCC2)=O)C(=O)OC1.C(N(CC)CC)C.C([O-])([O-])=O.[Na+].[Na+], predict the reaction product. The product is: [Br:1][C:2]1[C:3]([F:12])=[C:4]2[C:10]([NH:11][C:13](=[O:20])[C:14]3[CH:19]=[CH:18][CH:17]=[N:16][CH:15]=3)=[CH:9][NH:8][C:5]2=[N:6][CH:7]=1. (2) The product is: [F:16][CH:14]([F:15])[CH:13]1[NH:8][CH2:9][C:10]([CH2:18][CH2:19][OH:20])([CH3:17])[O:11][CH2:12]1. Given the reactants C([N:8]1[CH:13]([CH:14]([F:16])[F:15])[CH2:12][O:11][C:10]([CH2:18][CH2:19][O:20]CC2C=CC=CC=2)([CH3:17])[CH2:9]1)C1C=CC=CC=1, predict the reaction product. (3) Given the reactants [NH2:1][C@H:2]([C:7]([OH:9])=[O:8])[CH2:3][C:4]([OH:6])=[O:5].[CH2:10](O)[C:11]1[CH:16]=[CH:15][CH:14]=[CH:13][CH:12]=1.O.[C:19]1([CH3:29])[CH:24]=[CH:23][C:22](S(O)(=O)=O)=[CH:21][CH:20]=1.C1C=CC=CC=1, predict the reaction product. The product is: [NH2:1][C@H:2]([C:7]([O:9][CH2:29][C:19]1[CH:24]=[CH:23][CH:22]=[CH:21][CH:20]=1)=[O:8])[CH2:3][C:4]([O:6][CH2:10][C:11]1[CH:16]=[CH:15][CH:14]=[CH:13][CH:12]=1)=[O:5]. (4) Given the reactants C([O:14][C:15]1[C:16]2[C:34](=[O:35])[N:33]([CH2:36][C:37]3[CH:42]=[CH:41][C:40]([F:43])=[CH:39][CH:38]=3)[CH2:32][C:17]=2[C:18](C2C(C)=NOC=2C)=[C:19]2[C:24]=1[N:23]=[CH:22][CH:21]=[CH:20]2)(C1C=CC=CC=1)C1C=CC=CC=1.FC(F)(F)C(O)=O.C([SiH](CC)CC)C, predict the reaction product. The product is: [F:43][C:40]1[CH:39]=[CH:38][C:37]([CH2:36][N:33]2[C:34](=[O:35])[C:16]3[C:15]([OH:14])=[C:24]4[C:19]([CH:20]=[CH:21][CH:22]=[N:23]4)=[CH:18][C:17]=3[CH2:32]2)=[CH:42][CH:41]=1. (5) Given the reactants [Li+].CC([N-]C(C)C)C.[F:9][C:10]1[CH:17]=[CH:16][C:13]([C:14]#[N:15])=[C:12]([C:18]([F:21])([F:20])[F:19])[CH:11]=1.[I:22]I, predict the reaction product. The product is: [F:9][C:10]1[CH:17]=[CH:16][C:13]([C:14]#[N:15])=[C:12]([C:18]([F:19])([F:20])[F:21])[C:11]=1[I:22]. (6) Given the reactants [CH:1]([C:3]1[C:12]([O:13][C:14]2[CH:19]=[CH:18][C:17]([S:20]([CH3:23])(=[O:22])=[O:21])=[CH:16][CH:15]=2)=[CH:11][C:6]([C:7]([O:9][CH3:10])=[O:8])=[CH:5][C:4]=1[C:24]([O:26]C)=O)=O.Cl.NC.[BH3-][C:32]#[N:33].[Na+], predict the reaction product. The product is: [CH3:32][N:33]1[C:24](=[O:26])[C:4]2[C:3](=[C:12]([O:13][C:14]3[CH:19]=[CH:18][C:17]([S:20]([CH3:23])(=[O:22])=[O:21])=[CH:16][CH:15]=3)[CH:11]=[C:6]([C:7]([O:9][CH3:10])=[O:8])[CH:5]=2)[CH2:1]1. (7) Given the reactants C([O:3][C:4](=[O:31])[CH2:5][CH:6]([O:28][CH2:29][CH3:30])[N:7]1[C:11]2[CH:12]=[CH:13][CH:14]=[CH:15][C:10]=2[N:9]([CH2:16][C:17]2[C:18]3[C:25]([CH3:26])=[CH:24][CH:23]=[CH:22][C:19]=3[S:20][CH:21]=2)[C:8]1=[O:27])C.[OH-].[Na+].Cl.O, predict the reaction product. The product is: [CH2:29]([O:28][CH:6]([N:7]1[C:11]2[CH:12]=[CH:13][CH:14]=[CH:15][C:10]=2[N:9]([CH2:16][C:17]2[C:18]3[C:25]([CH3:26])=[CH:24][CH:23]=[CH:22][C:19]=3[S:20][CH:21]=2)[C:8]1=[O:27])[CH2:5][C:4]([OH:31])=[O:3])[CH3:30]. (8) Given the reactants CC1(C)C(C)(C)OB([C:9]2[CH:10]=[CH:11][C:12]([NH:15][C:16](=[O:18])[CH3:17])=[N:13][CH:14]=2)O1.Br[C:21]1[N:26]=[C:25]2[S:27][C:28]([NH:30][C:31](=[O:43])[C:32]3[CH:37]=[CH:36][C:35]([C:38]([CH3:42])([CH3:41])[CH2:39][OH:40])=[CH:34][CH:33]=3)=[N:29][C:24]2=[CH:23][CH:22]=1, predict the reaction product. The product is: [C:16]([NH:15][C:12]1[N:13]=[CH:14][C:9]([C:21]2[N:26]=[C:25]3[S:27][C:28]([NH:30][C:31](=[O:43])[C:32]4[CH:37]=[CH:36][C:35]([C:38]([CH3:41])([CH3:42])[CH2:39][OH:40])=[CH:34][CH:33]=4)=[N:29][C:24]3=[CH:23][CH:22]=2)=[CH:10][CH:11]=1)(=[O:18])[CH3:17]. (9) Given the reactants C[O:2][C:3](=O)[NH:4]/[CH:5]=[CH:6]/[C:7]1[CH:12]=[CH:11][C:10]([O:13][CH3:14])=[C:9]([O:15][CH3:16])[CH:8]=1.N(CCCC)(CCCC)CCCC.CCOC(C)=O, predict the reaction product. The product is: [CH3:16][O:15][C:9]1[CH:8]=[C:7]2[C:12](=[CH:11][C:10]=1[O:13][CH3:14])[C:3](=[O:2])[NH:4][CH:5]=[CH:6]2. (10) Given the reactants F[C:2]1[CH:7]=[C:6]([F:8])[CH:5]=[CH:4][C:3]=1[C:9]1[N:14]=[CH:13][N:12]=[C:11]([NH:15][C:16]2[CH:21]=[CH:20][CH:19]=[C:18]([CH2:22][S:23]([CH3:26])(=[O:25])=[O:24])[CH:17]=2)[N:10]=1.[CH3:27][O:28][CH2:29][CH2:30][OH:31], predict the reaction product. The product is: [F:8][C:6]1[CH:5]=[CH:4][C:3]([C:9]2[N:14]=[CH:13][N:12]=[C:11]([NH:15][C:16]3[CH:21]=[CH:20][CH:19]=[C:18]([CH2:22][S:23]([CH3:26])(=[O:25])=[O:24])[CH:17]=3)[N:10]=2)=[C:2]([O:31][CH2:30][CH2:29][O:28][CH3:27])[CH:7]=1.